Task: Predict the reaction yield, written as a fraction of the theoretical maximum amount of product (1.0 means a 100% yield; for example, 0.34 means a 34% yield).. Dataset: Reaction yield outcomes from USPTO patents with 853,638 reactions The reactants are [CH3:1][C@H:2]1[CH2:7][NH:6][C@H:5]([CH3:8])[CH2:4][NH:3]1.CS(O)(=O)=O.C([O-])(=O)C.[K+].Cl[C:20]([O:22][CH2:23][CH3:24])=[O:21]. The catalyst is O.O1CCCC1.C(O)C. The product is [CH3:1][C@H:2]1[CH2:7][NH:6][C@H:5]([CH3:8])[CH2:4][N:3]1[C:20]([O:22][CH2:23][CH3:24])=[O:21]. The yield is 0.740.